This data is from Reaction yield outcomes from USPTO patents with 853,638 reactions. The task is: Predict the reaction yield, written as a fraction of the theoretical maximum amount of product (1.0 means a 100% yield; for example, 0.34 means a 34% yield). (1) The reactants are [CH3:1][N:2]([C:10]1[C:19]2[C:14](=[CH:15][CH:16]=[CH:17][CH:18]=2)[N:13]=[C:12]([CH3:20])[N:11]=1)[C:3]1[CH:8]=[CH:7][C:6]([NH2:9])=[CH:5][CH:4]=1.[NH:21]([C:23]([O:25][CH3:26])=[O:24])[NH2:22].[C:27](N1C=CN=C1)(N1C=CN=C1)=[O:28]. The catalyst is C1COCC1.CN(CC1C=C(CN(C)C)C(O)=C(CN(C)C)C=1)C. The product is [CH3:1][N:2]([C:10]1[C:19]2[C:14](=[CH:15][CH:16]=[CH:17][CH:18]=2)[N:13]=[C:12]([CH3:20])[N:11]=1)[C:3]1[CH:4]=[CH:5][C:6]([NH:9][C:27]([NH:22][NH:21][C:23]([O:25][CH3:26])=[O:24])=[O:28])=[CH:7][CH:8]=1. The yield is 0.750. (2) The yield is 0.960. The catalyst is C(Cl)Cl. The reactants are [OH:1][C@@H:2]1[CH2:6][CH2:5][N:4]([C:7]2[CH:12]=[CH:11][C:10]([S:13]([NH:16][C:17]3[S:18][CH:19]=[CH:20][N:21]=3)(=[O:15])=[O:14])=[CH:9][CH:8]=2)[C:3]1=[O:22].[CH:23](N(CC)C(C)C)([CH3:25])[CH3:24].C(Br)C=C. The product is [CH2:25]([N:16]([C:17]1[S:18][CH:19]=[CH:20][N:21]=1)[S:13]([C:10]1[CH:11]=[CH:12][C:7]([N:4]2[CH2:5][CH2:6][C@@H:2]([OH:1])[C:3]2=[O:22])=[CH:8][CH:9]=1)(=[O:14])=[O:15])[CH:23]=[CH2:24].